This data is from Forward reaction prediction with 1.9M reactions from USPTO patents (1976-2016). The task is: Predict the product of the given reaction. Given the reactants [F:1][C:2]1([F:23])[CH2:7][CH2:6][C:5]([CH2:9][NH:10][C:11]([C:13]2[C:21]3[C:16](=[N:17][CH:18]=[CH:19][C:20]=3[Cl:22])[NH:15][CH:14]=2)=[O:12])([OH:8])[CH2:4][CH2:3]1.[O:24]1[CH2:27][CH:26]([CH2:28]O)[CH2:25]1.C(P(=CC#N)(CCCC)CCCC)CCC, predict the reaction product. The product is: [Cl:22][C:20]1[CH:19]=[CH:18][N:17]=[C:16]2[N:15]([CH2:28][CH:26]3[CH2:27][O:24][CH2:25]3)[CH:14]=[C:13]([C:11]([NH:10][CH2:9][C:5]3([OH:8])[CH2:6][CH2:7][C:2]([F:1])([F:23])[CH2:3][CH2:4]3)=[O:12])[C:21]=12.